Dataset: NCI-60 drug combinations with 297,098 pairs across 59 cell lines. Task: Regression. Given two drug SMILES strings and cell line genomic features, predict the synergy score measuring deviation from expected non-interaction effect. (1) Drug 1: C1=CC(=CC=C1CC(C(=O)O)N)N(CCCl)CCCl.Cl. Drug 2: CCN(CC)CCNC(=O)C1=C(NC(=C1C)C=C2C3=C(C=CC(=C3)F)NC2=O)C. Cell line: HOP-62. Synergy scores: CSS=1.74, Synergy_ZIP=-3.34, Synergy_Bliss=-4.36, Synergy_Loewe=-8.42, Synergy_HSA=-8.52. (2) Drug 1: CC1=C2C(C(=O)C3(C(CC4C(C3C(C(C2(C)C)(CC1OC(=O)C(C(C5=CC=CC=C5)NC(=O)C6=CC=CC=C6)O)O)OC(=O)C7=CC=CC=C7)(CO4)OC(=O)C)O)C)OC(=O)C. Drug 2: CN(C(=O)NC(C=O)C(C(C(CO)O)O)O)N=O. Cell line: NCI-H522. Synergy scores: CSS=59.3, Synergy_ZIP=20.6, Synergy_Bliss=19.3, Synergy_Loewe=-57.0, Synergy_HSA=19.0. (3) Drug 1: C1=C(C(=O)NC(=O)N1)N(CCCl)CCCl. Drug 2: CCCCCOC(=O)NC1=NC(=O)N(C=C1F)C2C(C(C(O2)C)O)O. Cell line: NCI-H322M. Synergy scores: CSS=-0.662, Synergy_ZIP=1.52, Synergy_Bliss=2.60, Synergy_Loewe=-0.980, Synergy_HSA=-0.584. (4) Drug 1: CCC1(CC2CC(C3=C(CCN(C2)C1)C4=CC=CC=C4N3)(C5=C(C=C6C(=C5)C78CCN9C7C(C=CC9)(C(C(C8N6C)(C(=O)OC)O)OC(=O)C)CC)OC)C(=O)OC)O.OS(=O)(=O)O. Drug 2: CC=C1C(=O)NC(C(=O)OC2CC(=O)NC(C(=O)NC(CSSCCC=C2)C(=O)N1)C(C)C)C(C)C. Cell line: SNB-19. Synergy scores: CSS=10.1, Synergy_ZIP=1.12, Synergy_Bliss=1.54, Synergy_Loewe=-34.2, Synergy_HSA=-3.84. (5) Drug 1: C1=C(C(=O)NC(=O)N1)F. Drug 2: CC1=C2C(C(=O)C3(C(CC4C(C3C(C(C2(C)C)(CC1OC(=O)C(C(C5=CC=CC=C5)NC(=O)C6=CC=CC=C6)O)O)OC(=O)C7=CC=CC=C7)(CO4)OC(=O)C)O)C)OC(=O)C. Cell line: NCI-H522. Synergy scores: CSS=47.2, Synergy_ZIP=-11.1, Synergy_Bliss=-13.5, Synergy_Loewe=-26.4, Synergy_HSA=-10.8. (6) Drug 1: C1CCC(C1)C(CC#N)N2C=C(C=N2)C3=C4C=CNC4=NC=N3. Drug 2: C1CC(C1)(C(=O)O)C(=O)O.[NH2-].[NH2-].[Pt+2]. Cell line: NCI-H226. Synergy scores: CSS=24.0, Synergy_ZIP=-5.23, Synergy_Bliss=0.743, Synergy_Loewe=1.79, Synergy_HSA=2.27. (7) Drug 1: CC12CCC3C(C1CCC2=O)CC(=C)C4=CC(=O)C=CC34C. Drug 2: C1=C(C(=O)NC(=O)N1)F. Cell line: EKVX. Synergy scores: CSS=51.0, Synergy_ZIP=8.52, Synergy_Bliss=5.31, Synergy_Loewe=6.75, Synergy_HSA=8.23.